Predict the reactants needed to synthesize the given product. From a dataset of Full USPTO retrosynthesis dataset with 1.9M reactions from patents (1976-2016). (1) Given the product [Br:1][C:2]1[CH:11]=[CH:10][CH:9]=[C:8]2[C:3]=1[CH:4]=[CH:5][CH:6]=[C:7]2[CH2:12][OH:13], predict the reactants needed to synthesize it. The reactants are: [Br:1][C:2]1[CH:11]=[CH:10][CH:9]=[C:8]2[C:3]=1[CH:4]=[CH:5][CH:6]=[C:7]2[C:12](O)=[O:13].B.CO. (2) Given the product [O:1]1[C:5]2[CH:6]=[CH:7][CH:8]=[CH:9][C:4]=2[CH:3]=[C:2]1[CH2:10][NH:20][CH2:19][CH2:18][CH:14]1[CH2:15][CH2:16][CH2:17][N:13]1[CH3:12], predict the reactants needed to synthesize it. The reactants are: [O:1]1[C:5]2[CH:6]=[CH:7][CH:8]=[CH:9][C:4]=2[CH:3]=[C:2]1[CH:10]=O.[CH3:12][N:13]1[CH2:17][CH2:16][CH2:15][CH:14]1[CH2:18][CH2:19][NH2:20].[Na]. (3) Given the product [CH2:1]1[C@@H:9]2[C@@H:4]([CH2:5][CH:6]=[CH:7][CH2:8]2)[CH2:3][N:2]1[C:10]([O:12][C:13]([CH3:16])([CH3:15])[CH3:14])=[O:11], predict the reactants needed to synthesize it. The reactants are: [CH2:1]1[C@@H:9]2[C@@H:4]([CH2:5][CH:6]=[CH:7][CH2:8]2)[CH2:3][NH:2]1.[C:10](O[C:10]([O:12][C:13]([CH3:16])([CH3:15])[CH3:14])=[O:11])([O:12][C:13]([CH3:16])([CH3:15])[CH3:14])=[O:11]. (4) Given the product [C:40]([C:36]1[CH:35]=[C:34]([CH:39]=[CH:38][CH:37]=1)[CH2:33][C:31]1[CH:32]=[C:28]([C:26]([C:25]2[C:20]([NH:19][C@H:5]3[CH2:6][C@H:7]([O:8][Si:9]([CH:13]([CH3:14])[CH3:15])([CH:16]([CH3:18])[CH3:17])[CH:10]([CH3:11])[CH3:12])[C@@H:3]([CH2:2][OH:1])[CH2:4]3)=[N:21][CH:22]=[N:23][CH:24]=2)=[O:27])[S:29][CH:30]=1)#[CH:41], predict the reactants needed to synthesize it. The reactants are: [OH:1][CH2:2][C@@H:3]1[C@@H:7]([O:8][Si:9]([CH:16]([CH3:18])[CH3:17])([CH:13]([CH3:15])[CH3:14])[CH:10]([CH3:12])[CH3:11])[CH2:6][C@H:5]([NH:19][C:20]2[C:25]([C:26]([C:28]3[S:29][CH:30]=[C:31]([CH2:33][C:34]4[CH:39]=[CH:38][CH:37]=[C:36]([C:40]#[C:41][Si](C)(C)C)[CH:35]=4)[CH:32]=3)=[O:27])=[CH:24][N:23]=[CH:22][N:21]=2)[CH2:4]1.C([O-])([O-])=O.[K+].[K+]. (5) Given the product [C:1]([C:3]1[CH:4]=[C:5]([C:13]2[S:17][N:16]=[C:15]([C:18]3[C:19]([CH2:32][CH3:33])=[C:20]([CH2:24][CH2:25][CH2:26][C:27]([OH:29])=[O:28])[CH:21]=[CH:22][CH:23]=3)[N:14]=2)[CH:6]=[CH:7][C:8]=1[O:9][CH:10]([CH3:12])[CH3:11])#[N:2], predict the reactants needed to synthesize it. The reactants are: [C:1]([C:3]1[CH:4]=[C:5]([C:13]2[S:17][N:16]=[C:15]([C:18]3[C:19]([CH2:32][CH3:33])=[C:20]([CH2:24][CH2:25][CH2:26][C:27]([O:29]CC)=[O:28])[CH:21]=[CH:22][CH:23]=3)[N:14]=2)[CH:6]=[CH:7][C:8]=1[O:9][CH:10]([CH3:12])[CH3:11])#[N:2].[OH-].[Na+].Cl. (6) Given the product [CH3:1][N:2]([CH3:3])[C:5]([C:7]1[CH:16]=[CH:15][C:10]([C:11]([O:13][CH3:14])=[O:12])=[CH:9][CH:8]=1)=[O:6], predict the reactants needed to synthesize it. The reactants are: [CH3:1][NH:2][CH3:3].Cl[C:5]([C:7]1[CH:16]=[CH:15][C:10]([C:11]([O:13][CH3:14])=[O:12])=[CH:9][CH:8]=1)=[O:6]. (7) Given the product [O:38]=[S:4]1(=[O:3])[C:10]2[CH:11]=[C:12]([O:17][CH2:18][C:19]([OH:21])=[O:20])[C:13]([O:15][CH3:16])=[CH:14][C:9]=2[N:8]([C:24]2[CH:29]=[CH:28][CH:27]=[CH:26][CH:25]=2)[CH2:7][C:6]([CH2:34][CH2:35][CH2:36][CH3:37])([CH2:30][CH2:31][CH2:32][CH3:33])[CH2:5]1, predict the reactants needed to synthesize it. The reactants are: [OH-].[Li+].[O:3]=[S:4]1(=[O:38])[C:10]2[CH:11]=[C:12]([O:17][CH2:18][C:19]([O:21]CC)=[O:20])[C:13]([O:15][CH3:16])=[CH:14][C:9]=2[N:8]([C:24]2[CH:29]=[CH:28][CH:27]=[CH:26][CH:25]=2)[CH2:7][C:6]([CH2:34][CH2:35][CH2:36][CH3:37])([CH2:30][CH2:31][CH2:32][CH3:33])[CH2:5]1.CC(O)=O.